This data is from Peptide-MHC class I binding affinity with 185,985 pairs from IEDB/IMGT. The task is: Regression. Given a peptide amino acid sequence and an MHC pseudo amino acid sequence, predict their binding affinity value. This is MHC class I binding data. (1) The peptide sequence is APYFATVRL. The MHC is HLA-A02:01 with pseudo-sequence HLA-A02:01. The binding affinity (normalized) is 0.0847. (2) The peptide sequence is EEHNSTWHY. The MHC is HLA-B44:02 with pseudo-sequence HLA-B44:02. The binding affinity (normalized) is 0.748. (3) The peptide sequence is GIDVTDLFA. The MHC is HLA-A26:01 with pseudo-sequence HLA-A26:01. The binding affinity (normalized) is 0.